Dataset: Catalyst prediction with 721,799 reactions and 888 catalyst types from USPTO. Task: Predict which catalyst facilitates the given reaction. (1) Reactant: [CH:1]([O:14][C:15]([C:17]1([O:20]/[N:21]=[C:22](/[C:26]2[N:27]=[C:28]([NH:31][C:32]([O:34][C:35]([CH3:38])([CH3:37])[CH3:36])=[O:33])[S:29][CH:30]=2)\[C:23](O)=[O:24])[CH2:19][CH2:18]1)=[O:16])([C:8]1[CH:13]=[CH:12][CH:11]=[CH:10][CH:9]=1)[C:2]1[CH:7]=[CH:6][CH:5]=[CH:4][CH:3]=1.CCN(C(C)C)C(C)C.CN(C(ON1N=NC2C=CC=NC1=2)=[N+](C)C)C.F[P-](F)(F)(F)(F)F.[NH2:72][C@H:73]1[C@@H:76]([CH2:77][N:78]2[N:82]=[C:81]([CH2:83][OH:84])[CH:80]=[N:79]2)[NH:75][C:74]1=[O:85]. Product: [C:35]([O:34][C:32]([NH:31][C:28]1[S:29][CH:30]=[C:26](/[C:22](=[N:21]/[O:20][C:17]2([C:15]([O:14][CH:1]([C:2]3[CH:3]=[CH:4][CH:5]=[CH:6][CH:7]=3)[C:8]3[CH:9]=[CH:10][CH:11]=[CH:12][CH:13]=3)=[O:16])[CH2:18][CH2:19]2)/[C:23]([NH:72][C@@H:73]2[C:74](=[O:85])[NH:75][C@@H:76]2[CH2:77][N:78]2[N:82]=[C:81]([CH2:83][OH:84])[CH:80]=[N:79]2)=[O:24])[N:27]=1)=[O:33])([CH3:37])([CH3:36])[CH3:38]. The catalyst class is: 59. (2) Reactant: N([O-])=O.[Na+].[CH3:5][C:6]1[CH:7]=[C:8]2[C:13](=[CH:14][CH:15]=1)[C:12](N)=[CH:11][CH:10]=[CH:9]2.[F:17][B-](F)(F)F.[H+]. Product: [F:17][C:12]1[C:13]2[C:8](=[CH:7][C:6]([CH3:5])=[CH:15][CH:14]=2)[CH:9]=[CH:10][CH:11]=1. The catalyst class is: 223. (3) Reactant: [CH3:1][OH:2].C[O-].[Na+].[Br:6][C:7]1[CH:8]=[CH:9][C:10](Cl)=[N:11][CH:12]=1.O. Product: [CH3:1][O:2][C:10]1[CH:9]=[CH:8][C:7]([Br:6])=[CH:12][N:11]=1. The catalyst class is: 5. (4) Product: [CH2:1]([C@H:8]1[CH2:12][O:11][C:10](=[O:13])[N:9]1[C:14](=[O:19])[C@H:15]([CH:16]([CH3:17])[CH3:18])[CH2:32][CH:31]=[CH2:30])[C:2]1[CH:3]=[CH:4][CH:5]=[CH:6][CH:7]=1. The catalyst class is: 1. Reactant: [CH2:1]([C@H:8]1[CH2:12][O:11][C:10](=[O:13])[N:9]1[C:14](=[O:19])[CH2:15][CH:16]([CH3:18])[CH3:17])[C:2]1[CH:7]=[CH:6][CH:5]=[CH:4][CH:3]=1.[Li+].C[Si]([N-][Si](C)(C)C)(C)C.[CH2:30](Br)[CH:31]=[CH2:32]. (5) Reactant: Br[C:2]1[C:7]([CH3:8])=[CH:6][C:5]([Br:9])=[CH:4][N:3]=1.C(Cl)(=O)C.[Na+].[I-:15]. Product: [Br:9][C:5]1[CH:6]=[C:7]([CH3:8])[C:2]([I:15])=[N:3][CH:4]=1. The catalyst class is: 10.